Dataset: Peptide-MHC class II binding affinity with 134,281 pairs from IEDB. Task: Regression. Given a peptide amino acid sequence and an MHC pseudo amino acid sequence, predict their binding affinity value. This is MHC class II binding data. (1) The peptide sequence is LSADQISTVQASFDKVK. The MHC is DRB1_1501 with pseudo-sequence DRB1_1501. The binding affinity (normalized) is 0.400. (2) The peptide sequence is AGAWRTAAVELARAL. The MHC is DRB1_1101 with pseudo-sequence DRB1_1101. The binding affinity (normalized) is 0.745. (3) The peptide sequence is TDFAGKTVWFVPSIK. The MHC is DRB1_0401 with pseudo-sequence DRB1_0401. The binding affinity (normalized) is 0.229. (4) The peptide sequence is NFKADRVIDPRRCLK. The MHC is DRB4_0101 with pseudo-sequence DRB4_0103. The binding affinity (normalized) is 0.